Dataset: PAMPA (Parallel Artificial Membrane Permeability Assay) permeability data from NCATS. Task: Regression/Classification. Given a drug SMILES string, predict its absorption, distribution, metabolism, or excretion properties. Task type varies by dataset: regression for continuous measurements (e.g., permeability, clearance, half-life) or binary classification for categorical outcomes (e.g., BBB penetration, CYP inhibition). Dataset: pampa_ncats. (1) The drug is C1=CC=C(C=C1)C2=CC(=NN2)NC3=NC(=NC4=CC=CC=C43)C5=CC=NC=C5. The result is 1 (high permeability). (2) The drug is C1CN(CCC1COC2=CC=CC3=C2C(=NC(=N3)N)N)CC4=CC=CC=C4F. The result is 1 (high permeability). (3) The molecule is CC1=CC(=C2C=C(C=CC2=N1)OC)NC3=CC(=C(C=C3)Cl)Cl. The result is 1 (high permeability). (4) The compound is C1CN(CCN1C2=CC=C(C=C2)C(F)(F)F)C(=S)NC3=CC=CC=N3. The result is 1 (high permeability). (5) The molecule is CN1C2=CC(=C(N=C2N=C1C(=O)NCCC3=CC=CC=N3)C4=CC=CC=C4)Cl. The result is 1 (high permeability). (6) The drug is CC1=C(C2(CCCC2)N=C(N1)NC3=NC4=CC=CC=C4O3)C(=O)NC5=NN=CS5. The result is 0 (low-to-moderate permeability). (7) The compound is CC1=CC(=NO1)NS(=O)(=O)C2=CC=C(C=C2)N(C)C(=O)CC3=CC(=C(C=C3)Cl)Cl. The result is 1 (high permeability). (8) The compound is COC1=CC=CC(=C1)CNC2=CC=C(C=C2)S(=O)(=O)NC3=NC=CS3. The result is 1 (high permeability). (9) The molecule is CC(=O)NC(C(Cl)(Cl)Cl)SC(=S)N(C)C. The result is 1 (high permeability).